From a dataset of Catalyst prediction with 721,799 reactions and 888 catalyst types from USPTO. Predict which catalyst facilitates the given reaction. Reactant: [C:1]1([C:24]2[CH:29]=[CH:28][CH:27]=[CH:26][CH:25]=2)[CH:6]=[CH:5][C:4]([CH2:7][C@@H:8]([NH:17][C:18](=[O:23])[C:19]([NH:21][NH2:22])=[O:20])[CH2:9][C@@H:10]([CH3:16])[C:11]([O:13][CH2:14][CH3:15])=[O:12])=[CH:3][CH:2]=1.C1N=CN([C:35](N2C=NC=C2)=[O:36])C=1. Product: [C:1]1([C:24]2[CH:29]=[CH:28][CH:27]=[CH:26][CH:25]=2)[CH:6]=[CH:5][C:4]([CH2:7][C@@H:8]([NH:17][C:18]([C:19]2[O:20][C:35](=[O:36])[NH:22][N:21]=2)=[O:23])[CH2:9][C@@H:10]([CH3:16])[C:11]([O:13][CH2:14][CH3:15])=[O:12])=[CH:3][CH:2]=1. The catalyst class is: 1.